From a dataset of Catalyst prediction with 721,799 reactions and 888 catalyst types from USPTO. Predict which catalyst facilitates the given reaction. (1) Reactant: [F:1][C:2]1[CH:7]=[CH:6][C:5]([F:8])=[CH:4][C:3]=1[C@H:9]1[CH2:13][CH2:12][CH2:11][N:10]1[C:14]1[CH:19]=[CH:18][N:17]2[N:20]=[CH:21][CH:22]=[C:16]2[N:15]=1.[N+:23]([O-])([OH:25])=[O:24]. Product: [F:1][C:2]1[CH:7]=[CH:6][C:5]([F:8])=[CH:4][C:3]=1[C@H:9]1[CH2:13][CH2:12][CH2:11][N:10]1[C:14]1[CH:19]=[CH:18][N:17]2[N:20]=[CH:21][C:22]([N+:23]([O-:25])=[O:24])=[C:16]2[N:15]=1. The catalyst class is: 67. (2) Reactant: [NH2:1][C:2]1[N:10]=[C:9]2[C:5]([N:6]=[CH:7][N:8]2[C@H:11]2[CH2:15][O:14][C@@H:13]([CH2:16][O:17]C(=O)C3C=CC=CC=3)[O:12]2)=[C:4]([NH:26][CH:27]2[CH2:29][CH2:28]2)[N:3]=1. Product: [NH2:1][C:2]1[N:10]=[C:9]2[C:5]([N:6]=[CH:7][N:8]2[C@H:11]2[CH2:15][O:14][C@@H:13]([CH2:16][OH:17])[O:12]2)=[C:4]([NH:26][CH:27]2[CH2:28][CH2:29]2)[N:3]=1. The catalyst class is: 547. (3) Reactant: [Mg].[CH3:2][C:3]1[CH:4]=[C:5]([CH:8]=[CH:9][CH:10]=1)[CH2:6]Br.[CH3:11][C:12]1[CH2:17][CH2:16][CH2:15][C:14]([CH3:19])([CH3:18])[C:13]=1[CH:20]=[O:21]. Product: [C:3]1([CH3:2])[CH:10]=[CH:9][CH:8]=[C:5]([CH2:6][CH:20]([C:13]2[C:14]([CH3:19])([CH3:18])[CH2:15][CH2:16][CH2:17][C:12]=2[CH3:11])[OH:21])[CH:4]=1. The catalyst class is: 27. (4) Reactant: [ClH:1].[CH:2]1([C:5](=[O:33])[CH:6]([N:14]2[CH2:19][CH2:18][CH:17]([SH:20])/[C:16](=[CH:21]/[C:22]3[N:26]([CH2:27][C:28]([O:30]CC)=[O:29])[N:25]=[CH:24][CH:23]=3)/[CH2:15]2)[C:7]2[CH:12]=[CH:11][CH:10]=[CH:9][C:8]=2[F:13])[CH2:4][CH2:3]1. Product: [ClH:1].[C:28]([CH2:27][N:26]1[C:22](/[CH:21]=[C:16]2\[CH2:15][N:14]([CH:6]([C:7]3[CH:12]=[CH:11][CH:10]=[CH:9][C:8]=3[F:13])[C:5]([CH:2]3[CH2:3][CH2:4]3)=[O:33])[CH2:19][CH2:18][CH:17]\2[SH:20])=[CH:23][CH:24]=[N:25]1)([OH:30])=[O:29]. The catalyst class is: 33. (5) Reactant: B.C1COCC1.[N+:7](/[CH:10]=[CH:11]/[C:12]1[CH:17]=[CH:16][CH:15]=[CH:14][CH:13]=1)([O-])=[O:8].[BH4-].[Na+].Cl. Product: [C:12]1([CH2:11][CH2:10][NH:7][OH:8])[CH:17]=[CH:16][CH:15]=[CH:14][CH:13]=1. The catalyst class is: 20. (6) Reactant: [CH2:1]([O:3][C:4]([CH:6]1[CH2:11][NH:10][CH2:9][CH2:8][N:7]1[CH2:12][C:13]1[CH:18]=[CH:17][CH:16]=[CH:15][CH:14]=1)=[O:5])[CH3:2].C(N(CC)CC)C.[CH3:26][O:27][C:28]1[CH:29]=[C:30]([S:34](Cl)(=[O:36])=[O:35])[CH:31]=[CH:32][CH:33]=1.O. Product: [CH2:1]([O:3][C:4]([CH:6]1[CH2:11][N:10]([S:34]([C:30]2[CH:31]=[CH:32][CH:33]=[C:28]([O:27][CH3:26])[CH:29]=2)(=[O:36])=[O:35])[CH2:9][CH2:8][N:7]1[CH2:12][C:13]1[CH:18]=[CH:17][CH:16]=[CH:15][CH:14]=1)=[O:5])[CH3:2]. The catalyst class is: 3.